Dataset: Full USPTO retrosynthesis dataset with 1.9M reactions from patents (1976-2016). Task: Predict the reactants needed to synthesize the given product. (1) Given the product [NH2:43][C:40]1[CH:39]=[CH:38][C:37]([S:36][CH2:35][C:34]([NH:33][CH2:32][CH2:31][CH2:30][CH2:29][NH:28][S:25]([C:22]2[CH:21]=[CH:20][C:19]([C:52]3[CH:53]=[CH:54][CH:55]=[CH:56][CH:57]=3)=[CH:24][CH:23]=2)(=[O:27])=[O:26])=[O:51])=[CH:42][CH:41]=1, predict the reactants needed to synthesize it. The reactants are: C([C@@H]1NC2C(=CC=CC=2)NC1=O)C1C=CC=CC=1.[C:19]1([C:52]2[CH:57]=[CH:56][CH:55]=[CH:54][CH:53]=2)[CH:24]=[CH:23][C:22]([S:25]([NH:28][CH2:29][CH2:30][CH2:31][CH2:32][NH:33][C:34](=[O:51])[CH2:35][S:36][C:37]2[CH:42]=[CH:41][C:40]([NH:43]C(=O)OC(C)(C)C)=[CH:39][CH:38]=2)(=[O:27])=[O:26])=[CH:21][CH:20]=1. (2) Given the product [C:1]([O:5][C:6](=[O:30])[CH2:7][O:8][C:9]1[CH:14]=[CH:13][C:12]([Br:45])=[CH:11][C:10]=1[C:16]#[C:17][C:18]1[CH:23]=[CH:22][CH:21]=[C:20]([S:24]([CH2:27][CH2:28][CH3:29])(=[O:26])=[O:25])[CH:19]=1)([CH3:4])([CH3:3])[CH3:2], predict the reactants needed to synthesize it. The reactants are: [C:1]([O:5][C:6](=[O:30])[CH2:7][O:8][C:9]1[CH:14]=[CH:13][C:12](Cl)=[CH:11][C:10]=1[C:16]#[C:17][C:18]1[CH:23]=[CH:22][CH:21]=[C:20]([S:24]([CH2:27][CH2:28][CH3:29])(=[O:26])=[O:25])[CH:19]=1)([CH3:4])([CH3:3])[CH3:2].C(OC(=O)COC1C=CC([Br:45])=CC=1I)(C)(C)C.C(C1C=CC=C(S(CCC)(=O)=O)C=1)#C. (3) Given the product [Cl:20][C:21]1[CH:26]=[CH:25][C:24]([C:8]2[C:7]([N:18]([CH2:17][CH:14]3[CH2:16][CH2:15]3)[CH3:19])=[N:6][CH:5]=[C:4]([CH:9]=2)[C:3]([NH:31][C@@H:32]2[CH2:37][CH2:36][CH2:35][CH2:34][C@H:33]2[OH:38])=[O:12])=[CH:23][CH:22]=1, predict the reactants needed to synthesize it. The reactants are: CO[C:3](=[O:12])[C:4]1[CH:9]=[C:8](Br)[C:7](Cl)=[N:6][CH:5]=1.Cl.[CH:14]1([CH2:17][NH:18][CH3:19])[CH2:16][CH2:15]1.[Cl:20][C:21]1[CH:26]=[CH:25][C:24](B(O)O)=[CH:23][CH:22]=1.Cl.[NH2:31][C@@H:32]1[CH2:37][CH2:36][CH2:35][CH2:34][C@H:33]1[OH:38]. (4) Given the product [N:1]1([CH2:7][CH2:8][N:9]2[C:13](=[O:14])[C:12]34[CH2:30][NH:29][CH2:28][C@H:15]3[CH2:16][C@@H:17]([C:18]3[C:27]5[C:22](=[CH:23][CH:24]=[CH:25][CH:26]=5)[N:21]=[CH:20][CH:19]=3)[N:11]4[C:10]2=[O:43])[CH2:2][CH2:3][O:4][CH2:5][CH2:6]1, predict the reactants needed to synthesize it. The reactants are: [N:1]1([CH2:7][CH2:8][N:9]2[C:13](=[O:14])[C:12]34[CH2:30][N:29](S(C5C=CC=CC=5[N+]([O-])=O)(=O)=O)[CH2:28][C@H:15]3[CH2:16][C@@H:17]([C:18]3[C:27]5[C:22](=[CH:23][CH:24]=[CH:25][CH:26]=5)[N:21]=[CH:20][CH:19]=3)[N:11]4[C:10]2=[O:43])[CH2:6][CH2:5][O:4][CH2:3][CH2:2]1.[S-]C1C=CC=CC=1.[Na+]. (5) Given the product [N+:15]([C:12]1[CH:13]=[CH:14][C:9]([O:5][C@H:2]([CH3:1])[CH2:3][CH3:4])=[CH:10][CH:11]=1)([O-:17])=[O:16], predict the reactants needed to synthesize it. The reactants are: [CH3:1][C@@H:2]([OH:5])[CH2:3][CH3:4].[H-].[Na+].F[C:9]1[CH:14]=[CH:13][C:12]([N+:15]([O-:17])=[O:16])=[CH:11][CH:10]=1. (6) Given the product [CH2:10]([CH:1]1[O:2][C:3]2=[CH:4][S:5][CH:6]=[C:7]2[O:8][CH2:9]1)[CH2:11][CH2:12][CH2:13][CH2:14][CH3:15], predict the reactants needed to synthesize it. The reactants are: [CH3:1][O:2][C:3]1[C:7]([O:8][CH3:9])=[CH:6][S:5][CH:4]=1.[CH2:10](O)[C@@H:11](O)[CH2:12][CH2:13][CH2:14][CH2:15]CC. (7) Given the product [F:38][C:25]1[C:24]([NH:23][C:2]2[C:7]([C:8]3[N:13]=[CH:12][N:11]=[C:10]4[N:14]([CH:17]5[CH2:22][CH2:21][CH2:20][CH2:19][O:18]5)[N:15]=[CH:16][C:9]=34)=[CH:6][CH:5]=[CH:4][N:3]=2)=[C:29]([F:30])[CH:28]=[CH:27][C:26]=1[NH:31][S:32]([CH2:35][CH2:36][CH3:37])(=[O:34])=[O:33], predict the reactants needed to synthesize it. The reactants are: F[C:2]1[C:7]([C:8]2[N:13]=[CH:12][N:11]=[C:10]3[N:14]([CH:17]4[CH2:22][CH2:21][CH2:20][CH2:19][O:18]4)[N:15]=[CH:16][C:9]=23)=[CH:6][CH:5]=[CH:4][N:3]=1.[NH2:23][C:24]1[C:25]([F:38])=[C:26]([NH:31][S:32]([CH2:35][CH2:36][CH3:37])(=[O:34])=[O:33])[CH:27]=[CH:28][C:29]=1[F:30].